This data is from Full USPTO retrosynthesis dataset with 1.9M reactions from patents (1976-2016). The task is: Predict the reactants needed to synthesize the given product. (1) Given the product [Si:13]([O:1][CH:2]1[CH2:6][CH2:5][O:4][C:3]1=[O:7])([C:16]([CH3:19])([CH3:18])[CH3:17])([CH3:15])[CH3:14], predict the reactants needed to synthesize it. The reactants are: [OH:1][CH:2]1[CH2:6][CH2:5][O:4][C:3]1=[O:7].N1C=CN=C1.[Si:13](Cl)([C:16]([CH3:19])([CH3:18])[CH3:17])([CH3:15])[CH3:14]. (2) Given the product [Cl:1][C:2]1[CH:3]=[CH:4][C:5]2[O:9][C:8]([CH2:10][NH:11][C:12]([C:14]([O:16][Li:22])=[O:15])=[O:13])=[CH:7][C:6]=2[CH:19]=1, predict the reactants needed to synthesize it. The reactants are: [Cl:1][C:2]1[CH:3]=[CH:4][C:5]2[O:9][C:8]([CH2:10][NH:11][C:12]([C:14]([O:16]CC)=[O:15])=[O:13])=[CH:7][C:6]=2[CH:19]=1.O.[OH-].[Li+:22]. (3) Given the product [CH2:25]1[C:33]2[C:28](=[CH:29][CH:30]=[CH:31][CH:32]=2)[CH2:27][CH:26]1[NH:34][C:19](=[O:20])[C:18]1[CH:22]=[CH:23][C:15]([CH2:14][N:4]([CH2:1][CH2:2][CH3:3])[CH:5]2[CH2:13][CH2:12][C:8]3[N:9]=[CH:10][S:11][C:7]=3[CH2:6]2)=[CH:16][CH:17]=1, predict the reactants needed to synthesize it. The reactants are: [CH2:1]([N:4]([CH2:14][C:15]1[CH:23]=[CH:22][C:18]([C:19](Cl)=[O:20])=[CH:17][CH:16]=1)[CH:5]1[CH2:13][CH2:12][C:8]2[N:9]=[CH:10][S:11][C:7]=2[CH2:6]1)[CH2:2][CH3:3].Cl.[CH2:25]1[C:33]2[C:28](=[CH:29][CH:30]=[CH:31][CH:32]=2)[CH2:27][CH:26]1[NH2:34].OCCCCNC(=O)C1C=CC=CC=1. (4) Given the product [CH3:20][O:19][C:16]1[CH:17]=[CH:18][C:13]2[CH2:12][C@H:11]([CH3:21])[N:10]([C:22]([NH:24][CH3:25])=[O:23])[N:9]=[C:8]([C:5]3[CH:6]=[CH:7][C:2]([N:1]4[CH:44]=[N:42][N:41]=[N:40]4)=[CH:3][CH:4]=3)[C:14]=2[CH:15]=1, predict the reactants needed to synthesize it. The reactants are: [NH2:1][C:2]1[CH:7]=[CH:6][C:5]([C:8]2[C:14]3[CH:15]=[C:16]([O:19][CH3:20])[CH:17]=[CH:18][C:13]=3[CH2:12][C@H:11]([CH3:21])[N:10]([C:22]([NH:24][CH3:25])=[O:23])[N:9]=2)=[CH:4][CH:3]=1.C(OCC)(OCC)OCC.C(O)(=O)C.[N-:40]=[N+:41]=[N-:42].[Na+].[C:44](=O)(O)[O-].[Na+]. (5) Given the product [Cl:1][C:2]1[CH:9]=[C:8]([N:10]([C@H:11]2[CH2:15][CH2:14][N:13]([CH2:27][CH2:26][CH:25]([OH:24])[CH3:29])[CH2:12]2)[CH2:16][C:17]2[CH:22]=[CH:21][CH:20]=[CH:19][C:18]=2[CH3:23])[CH:7]=[CH:6][C:3]=1[C:4]#[N:5], predict the reactants needed to synthesize it. The reactants are: [Cl:1][C:2]1[CH:9]=[C:8]([N:10]([CH2:16][C:17]2[CH:22]=[CH:21][CH:20]=[CH:19][C:18]=2[CH3:23])[C@H:11]2[CH2:15][CH2:14][NH:13][CH2:12]2)[CH:7]=[CH:6][C:3]=1[C:4]#[N:5].[OH:24][CH:25]([CH3:29])[CH2:26][CH:27]=O.